Task: Predict the product of the given reaction.. Dataset: Forward reaction prediction with 1.9M reactions from USPTO patents (1976-2016) (1) Given the reactants [CH3:1][NH:2][CH3:3].O1CCCC1.[CH3:9][N:10]1[N:14]=[C:13]2[CH:15]=[CH:16][C:17]([C:19]3[N:20]=[C:21]([CH:31]=O)[NH:22][C:23]=3[C:24]3[CH:29]=[CH:28][CH:27]=[C:26]([CH3:30])[N:25]=3)=[CH:18][C:12]2=[N:11]1.C([BH3-])#N.[Na+].[OH-].[Na+], predict the reaction product. The product is: [CH3:1][N:2]([CH3:3])[CH2:31][C:21]1[NH:22][C:23]([C:24]2[CH:29]=[CH:28][CH:27]=[C:26]([CH3:30])[N:25]=2)=[C:19]([C:17]2[CH:16]=[CH:15][C:13]3=[N:14][N:10]([CH3:9])[N:11]=[C:12]3[CH:18]=2)[N:20]=1. (2) The product is: [NH:6]1[C:5]2[CH:9]=[CH:10][C:2]([NH:1][C:12]([NH:11][C:14]3[C:23]4[C:18](=[CH:19][CH:20]=[CH:21][CH:22]=4)[CH:17]=[CH:16][CH:15]=3)=[S:13])=[CH:3][C:4]=2[N:8]=[CH:7]1. Given the reactants [NH2:1][C:2]1[CH:10]=[CH:9][C:5]2[NH:6][CH:7]=[N:8][C:4]=2[CH:3]=1.[N:11]([C:14]1[C:23]2[C:18](=[CH:19][CH:20]=[CH:21][CH:22]=2)[CH:17]=[CH:16][CH:15]=1)=[C:12]=[S:13], predict the reaction product. (3) Given the reactants [O:1]=[C:2]1[CH2:7][CH2:6][N:5]([C:8]2[CH:13]=[CH:12][C:11]([N:14]3[CH2:18][C@H:17]([CH2:19][NH:20][C:21](=[O:23])[CH3:22])[O:16][C:15]3=[O:24])=[CH:10][CH:9]=2)[CH2:4][CH2:3]1.[CH2:25](O)[CH2:26][OH:27].C1(C)C=CC(S(O)(=O)=O)=CC=1, predict the reaction product. The product is: [O:27]1[C:2]2([CH2:7][CH2:6][N:5]([C:8]3[CH:9]=[CH:10][C:11]([N:14]4[CH2:18][C@H:17]([CH2:19][NH:20][C:21](=[O:23])[CH3:22])[O:16][C:15]4=[O:24])=[CH:12][CH:13]=3)[CH2:4][CH2:3]2)[O:1][CH2:25][CH2:26]1. (4) Given the reactants [OH-].[Li+].C[O:4][C:5](=[O:16])[C:6]1[CH:11]=[CH:10][CH:9]=[CH:8][C:7]=1[O:12][CH2:13][C:14]#[CH:15].[OH-].[Na+], predict the reaction product. The product is: [CH2:13]([O:12][C:7]1[CH:8]=[CH:9][CH:10]=[CH:11][C:6]=1[C:5]([OH:16])=[O:4])[C:14]#[CH:15]. (5) Given the reactants C[N:2]([CH:4]=[C:5]1[CH2:11][CH2:10][CH2:9][C:8]2[CH:12]=[C:13]([N:16]3[CH2:20][C@H:19]([CH2:21][N:22]4[CH:27]=[CH:26][CH:25]=[CH:24][C:23]4=[O:28])[O:18][C:17]3=[O:29])[CH:14]=[CH:15][C:7]=2[C:6]1=O)C.O.[NH2:32]N, predict the reaction product. The product is: [O:29]=[C:17]1[N:16]([C:13]2[CH:14]=[CH:15][C:7]3[C:6]4[NH:32][N:2]=[CH:4][C:5]=4[CH2:11][CH2:10][CH2:9][C:8]=3[CH:12]=2)[CH2:20][C@H:19]([CH2:21][N:22]2[CH:27]=[CH:26][CH:25]=[CH:24][C:23]2=[O:28])[O:18]1.